From a dataset of Full USPTO retrosynthesis dataset with 1.9M reactions from patents (1976-2016). Predict the reactants needed to synthesize the given product. (1) Given the product [F:1][C:2]1[CH:9]=[C:8]([F:10])[C:7]([C:11]2[CH:12]=[N:13][CH:14]=[N:15][CH:16]=2)=[CH:6][C:3]=1[CH:4]1[CH2:28][CH:27]([C:26]2[C:22]([CH3:21])=[N:23][O:24][C:25]=2[CH3:29])[S:19][C:18]([NH2:20])=[N:17]1, predict the reactants needed to synthesize it. The reactants are: [F:1][C:2]1[CH:9]=[C:8]([F:10])[C:7]([C:11]2[CH:12]=[N:13][CH:14]=[N:15][CH:16]=2)=[CH:6][C:3]=1[CH:4]=O.[NH2:17][C:18]([NH2:20])=[S:19].[CH3:21][C:22]1[C:26]([CH:27]=[CH2:28])=[C:25]([CH3:29])[O:24][N:23]=1.Cl[Si](C)(C)C. (2) Given the product [Br:1][C:2]1[CH:3]=[CH:4][C:5]([O:6][CH:7]2[CH2:8][CH2:9][C:10]3([C:13](=[O:15])[N:24]([C@H:25]4[CH2:30][CH2:29][C@H:28]([OH:31])[CH2:27][CH2:26]4)[CH2:19][CH2:18]3)[CH2:11][CH2:12]2)=[CH:21][CH:22]=1, predict the reactants needed to synthesize it. The reactants are: [Br:1][C:2]1[CH:22]=[CH:21][C:5]([O:6][CH:7]2[CH2:12][CH2:11][C:10]([CH2:18][CH:19]=O)([C:13]([O:15]CC)=O)[CH2:9][CH2:8]2)=[CH:4][CH:3]=1.Cl.[NH2:24][C@H:25]1[CH2:30][CH2:29][C@H:28]([OH:31])[CH2:27][CH2:26]1.C(N(CC)CC)C.C(O[BH-](OC(=O)C)OC(=O)C)(=O)C.[Na+]. (3) Given the product [C:35]1([C:34]([C:41]2[CH:42]=[CH:43][CH:44]=[CH:45][CH:46]=2)=[N:47][NH:48][C:16]([NH:1][C:2]2[CH:3]=[CH:4][C:5]([N:8]3[CH2:13][CH2:12][O:11][CH2:10][C:9]3=[O:14])=[CH:6][CH:7]=2)=[O:17])[CH:40]=[CH:39][CH:38]=[CH:37][CH:36]=1, predict the reactants needed to synthesize it. The reactants are: [NH2:1][C:2]1[CH:7]=[CH:6][C:5]([N:8]2[CH2:13][CH2:12][O:11][CH2:10][C:9]2=[O:14])=[CH:4][CH:3]=1.Cl[C:16](OC1C=CC([N+]([O-])=O)=CC=1)=[O:17].N1C=CC=CC=1.[C:34](=[N:47][NH2:48])([C:41]1[CH:46]=[CH:45][CH:44]=[CH:43][CH:42]=1)[C:35]1[CH:40]=[CH:39][CH:38]=[CH:37][CH:36]=1.C(N(C(C)C)C(C)C)C. (4) Given the product [C:39]1([C:36]2([C:31]3[N:30]=[C:29]4[S:28][C:27]([C:24]5[CH:25]=[CH:26][C:21]([O:20][C@H:18]6[CH2:19][NH:15][C@H:16]([C:45]([OH:47])=[O:46])[CH2:17]6)=[CH:22][CH:23]=5)=[N:35][C:34]4=[CH:33][CH:32]=3)[CH2:37][CH2:38]2)[CH:40]=[CH:41][CH:42]=[CH:43][CH:44]=1, predict the reactants needed to synthesize it. The reactants are: FC(F)(F)C(O)=O.C(OC([N:15]1[CH2:19][C@H:18]([O:20][C:21]2[CH:26]=[CH:25][C:24]([C:27]3[S:28][C:29]4[C:34]([N:35]=3)=[CH:33][CH:32]=[C:31]([C:36]3([C:39]5[CH:44]=[CH:43][CH:42]=[CH:41][CH:40]=5)[CH2:38][CH2:37]3)[N:30]=4)=[CH:23][CH:22]=2)[CH2:17][C@H:16]1[C:45]([OH:47])=[O:46])=O)(C)(C)C. (5) Given the product [CH3:30][C:27]1[CH:28]=[CH:29][N:16]2[C:17]=1[C:18](=[O:26])[N:19]([C:20]1[CH:21]=[CH:22][CH:23]=[CH:24][CH:25]=1)[C:14]([C@@H:12]([NH:11][C:9]1[C:10]3[C:2]([C:47]4[CH:55]=[C:54]([NH:56][S:57]([CH3:60])(=[O:58])=[O:59])[CH:53]=[C:52]5[C:48]=4[CH:49]=[N:50][NH:51]5)=[CH:3][N:4]([CH2:31][O:32][CH2:33][CH2:34][Si:35]([CH3:37])([CH3:38])[CH3:36])[C:5]=3[N:6]=[CH:7][N:8]=1)[CH3:13])=[N:15]2, predict the reactants needed to synthesize it. The reactants are: Br[C:2]1[C:10]2[C:9]([NH:11][C@H:12]([C:14]3[N:19]([C:20]4[CH:25]=[CH:24][CH:23]=[CH:22][CH:21]=4)[C:18](=[O:26])[C:17]4=[C:27]([CH3:30])[CH:28]=[CH:29][N:16]4[N:15]=3)[CH3:13])=[N:8][CH:7]=[N:6][C:5]=2[N:4]([CH2:31][O:32][CH2:33][CH2:34][Si:35]([CH3:38])([CH3:37])[CH3:36])[CH:3]=1.CC1(C)C(C)(C)OB([C:47]2[CH:55]=[C:54]([NH:56][S:57]([CH3:60])(=[O:59])=[O:58])[CH:53]=[C:52]3[C:48]=2[CH:49]=[N:50][NH:51]3)O1.C(=O)([O-])[O-].[Na+].[Na+]. (6) Given the product [CH3:1][O:2][C:3](=[O:24])[CH:4]([N:9]1[CH:14]=[CH:13][C:12]([OH:15])=[CH:11][C:10]1=[O:23])[CH2:5][CH:6]([CH3:8])[CH3:7], predict the reactants needed to synthesize it. The reactants are: [CH3:1][O:2][C:3](=[O:24])[CH:4]([N:9]1[CH:14]=[CH:13][C:12]([O:15]CC2C=CC=CC=2)=[CH:11][C:10]1=[O:23])[CH2:5][CH:6]([CH3:8])[CH3:7].